Dataset: Full USPTO retrosynthesis dataset with 1.9M reactions from patents (1976-2016). Task: Predict the reactants needed to synthesize the given product. (1) Given the product [O:9]([CH2:16][C:17]1[NH:8][C:1]2[CH:6]=[CH:5][CH:4]=[CH:3][C:2]=2[N:7]=1)[C:10]1[CH:15]=[CH:14][CH:13]=[CH:12][CH:11]=1, predict the reactants needed to synthesize it. The reactants are: [C:1]1([NH2:8])[CH:6]=[CH:5][CH:4]=[CH:3][C:2]=1[NH2:7].[O:9]([CH2:16][C:17](O)=O)[C:10]1[CH:15]=[CH:14][CH:13]=[CH:12][CH:11]=1. (2) The reactants are: [O:1]=[C:2]1[CH2:7][CH2:6][CH2:5][CH:4]([CH:8](C(OCC)=O)[C:9]([O:11][CH2:12][CH3:13])=[O:10])[CH2:3]1.[Cl-].[Na+].CS(C)=O. Given the product [O:1]=[C:2]1[CH2:7][CH2:6][CH2:5][CH:4]([CH2:8][C:9]([O:11][CH2:12][CH3:13])=[O:10])[CH2:3]1, predict the reactants needed to synthesize it. (3) The reactants are: [Cl:1][C:2]1[CH:7]=[CH:6][C:5]([Mg]Br)=[CH:4][CH:3]=1.[C:10]([O:14][C:15]([N:17]1[C:22](=[O:23])[CH2:21][CH2:20][CH2:19][C@@H:18]1[C:24]([OH:26])=[O:25])=[O:16])([CH3:13])([CH3:12])[CH3:11].[CH2:27]1COCC1. Given the product [CH3:27][O:26][C:24](=[O:25])[C@H:18]([NH:17][C:15]([O:14][C:10]([CH3:13])([CH3:12])[CH3:11])=[O:16])[CH2:19][CH2:20][CH2:21][C:22]([C:5]1[CH:6]=[CH:7][C:2]([Cl:1])=[CH:3][CH:4]=1)=[O:23], predict the reactants needed to synthesize it. (4) Given the product [F:36][C:21]([F:20])([F:37])[C:22]1[O:26][N:25]=[C:24]([C:27]2[CH:28]=[C:29]([CH:33]=[CH:34][CH:35]=2)[C:30]([N:8]2[CH2:9][CH:10]([C:12]3[CH:19]=[CH:18][C:15]([C:16]#[N:17])=[CH:14][N:13]=3)[CH2:11]2)=[O:31])[N:23]=1, predict the reactants needed to synthesize it. The reactants are: OC(C(F)(F)F)=O.[NH:8]1[CH2:11][CH:10]([C:12]2[CH:19]=[CH:18][C:15]([C:16]#[N:17])=[CH:14][N:13]=2)[CH2:9]1.[F:20][C:21]([F:37])([F:36])[C:22]1[O:26][N:25]=[C:24]([C:27]2[CH:28]=[C:29]([CH:33]=[CH:34][CH:35]=2)[C:30](O)=[O:31])[N:23]=1. (5) Given the product [C:9]([C:13]1[CH:18]=[CH:17][C:16](/[C:19](/[C:38]2[N:43]=[C:42]([O:44][CH3:45])[C:41]([CH2:46][CH2:47][C:48]([OH:50])=[O:49])=[CH:40][CH:39]=2)=[CH:20]\[C@H:21]2[CH2:25][CH2:24][C:23](=[O:26])[N:22]2[CH2:27][C:28]2[CH:33]=[CH:32][C:31]([O:34][CH3:35])=[CH:30][C:29]=2[O:36][CH3:37])=[CH:15][CH:14]=1)([CH3:12])([CH3:10])[CH3:11], predict the reactants needed to synthesize it. The reactants are: C1(OC)C=CC=CC=1.[C:9]([C:13]1[CH:18]=[CH:17][C:16](/[C:19](/[C:38]2[N:43]=[C:42]([O:44][CH3:45])[C:41]([CH2:46][CH2:47][C:48]([O:50]C(C)(C)C)=[O:49])=[CH:40][CH:39]=2)=[CH:20]\[C@H:21]2[CH2:25][CH2:24][C:23](=[O:26])[N:22]2[CH2:27][C:28]2[CH:33]=[CH:32][C:31]([O:34][CH3:35])=[CH:30][C:29]=2[O:36][CH3:37])=[CH:15][CH:14]=1)([CH3:12])([CH3:11])[CH3:10]. (6) The reactants are: [OH:1][C@@H](C1N([C@@H]2CO[C@@H](CC#N)CC2)C2=C3SC=CC3=NC=C2N=1)C.[OH:25][C@@H:26]([C:28]1[N:39]([C@@H:40]2[CH2:45][O:44][C@H:43]([CH2:46][C:47]#[N:48])[CH2:42][CH2:41]2)[C:31]2=[C:32]3[S:38][CH:37]=[CH:36][C:33]3=[N:34][CH:35]=[C:30]2[N:29]=1)[CH3:27].CC(C)([O-])C.[K+].C1COCC1.Cl. Given the product [OH2:1].[OH:25][C@@H:26]([C:28]1[N:39]([C@@H:40]2[CH2:45][O:44][C@@H:43]([CH2:46][C:47]#[N:48])[CH2:42][CH2:41]2)[C:31]2=[C:32]3[S:38][CH:37]=[CH:36][C:33]3=[N:34][CH:35]=[C:30]2[N:29]=1)[CH3:27], predict the reactants needed to synthesize it.